Dataset: Full USPTO retrosynthesis dataset with 1.9M reactions from patents (1976-2016). Task: Predict the reactants needed to synthesize the given product. (1) The reactants are: O1[C:5]2([CH2:10][CH2:9][N:8]([CH2:11][C:12]([CH3:15])([SH:14])[CH3:13])[CH2:7][CH2:6]2)[O:4]CC1.Cl.C([O-])([O-])=O.[Na+].[Na+]. Given the product [CH3:15][C:12]([SH:14])([CH3:13])[CH2:11][N:8]1[CH2:9][CH2:10][C:5](=[O:4])[CH2:6][CH2:7]1, predict the reactants needed to synthesize it. (2) Given the product [NH2:33][CH2:32][CH2:31][CH2:30][N:7]([C@@H:8]([C:12]1[N:13]([NH:23][C:24]2[CH:25]=[CH:26][CH:27]=[CH:28][CH:29]=2)[C:14](=[O:22])[C:15]2[N:21]=[CH:20][CH:19]=[CH:18][C:16]=2[N:17]=1)[CH2:9][C:10]#[CH:11])[C:5](=[O:6])[C:4]1[CH:44]=[CH:45][CH:46]=[C:2]([Cl:1])[C:3]=1[F:47], predict the reactants needed to synthesize it. The reactants are: [Cl:1][C:2]1[C:3]([F:47])=[C:4]([CH:44]=[CH:45][CH:46]=1)[C:5]([N:7]([CH2:30][CH2:31][CH2:32][NH:33]C(=O)OCC1C=CC=CC=1)[C@@H:8]([C:12]1[N:13]([NH:23][C:24]2[CH:29]=[CH:28][CH:27]=[CH:26][CH:25]=2)[C:14](=[O:22])[C:15]2[N:21]=[CH:20][CH:19]=[CH:18][C:16]=2[N:17]=1)[CH2:9][C:10]#[CH:11])=[O:6].I[Si](C)(C)C.C([O-])(O)=O.[Na+].ClCCl.